From a dataset of Reaction yield outcomes from USPTO patents with 853,638 reactions. Predict the reaction yield, written as a fraction of the theoretical maximum amount of product (1.0 means a 100% yield; for example, 0.34 means a 34% yield). (1) The reactants are [C:1]([CH:5]1[CH2:13][C:12]2[C:7](=[CH:8][CH:9]=[CH:10][CH:11]=2)[NH:6]1)([CH3:4])([CH3:3])[CH3:2].[N+:14]([O-])([O-:16])=[O:15].[K+].C([O-])([O-])=O.[Na+].[Na+]. The catalyst is OS(O)(=O)=O. The product is [C:1]([CH:5]1[CH2:13][C:12]2[C:7](=[CH:8][C:9]([N+:14]([O-:16])=[O:15])=[CH:10][CH:11]=2)[NH:6]1)([CH3:4])([CH3:2])[CH3:3]. The yield is 0.310. (2) The reactants are [CH3:1][O:2][C:3](=[O:14])[C:4]1[CH:9]=[C:8](I)[C:7]([CH2:11][CH3:12])=[CH:6][C:5]=1[NH2:13].[CH3:15][N:16]1[C:20]([Sn](CCCC)(CCCC)CCCC)=[CH:19][CH:18]=[N:17]1.O1CCOCC1. The catalyst is C1C=CC(P(C2C=CC=CC=2)[C-]2C=CC=C2)=CC=1.C1C=CC(P(C2C=CC=CC=2)[C-]2C=CC=C2)=CC=1.Cl[Pd]Cl.[Fe+2].CCOC(C)=O. The product is [CH3:1][O:2][C:3](=[O:14])[C:4]1[CH:9]=[C:8]([C:20]2[N:16]([CH3:15])[N:17]=[CH:18][CH:19]=2)[C:7]([CH2:11][CH3:12])=[CH:6][C:5]=1[NH2:13]. The yield is 0.680. (3) The reactants are [H-].[Na+].[Br:3][C:4]1[CH:5]=[C:6]([C:12]2[N:16]=[C:15]([C:17]([O:19][CH2:20][CH3:21])=[O:18])[O:14][N:13]=2)[CH:7]=[C:8]([Br:11])[C:9]=1[OH:10].[CH3:22][O:23][C:24]1[CH:31]=[CH:30][C:27]([CH2:28]Cl)=[CH:26][CH:25]=1.O. The catalyst is CN(C)C=O. The product is [Br:3][C:4]1[CH:5]=[C:6]([C:12]2[N:16]=[C:15]([C:17]([O:19][CH2:20][CH3:21])=[O:18])[O:14][N:13]=2)[CH:7]=[C:8]([Br:11])[C:9]=1[O:10][CH2:28][C:27]1[CH:30]=[CH:31][C:24]([O:23][CH3:22])=[CH:25][CH:26]=1. The yield is 0.650.